Dataset: hERG potassium channel inhibition data for cardiac toxicity prediction from Karim et al.. Task: Regression/Classification. Given a drug SMILES string, predict its toxicity properties. Task type varies by dataset: regression for continuous values (e.g., LD50, hERG inhibition percentage) or binary classification for toxic/non-toxic outcomes (e.g., AMES mutagenicity, cardiotoxicity, hepatotoxicity). Dataset: herg_karim. (1) The molecule is O=C([C@@H]1CC[C@@H](N2CCOCC2)C[C@H]1c1ccc(Br)cc1)N1CC(c2ccccc2)(c2ccccc2)C1. The result is 1 (blocker). (2) The molecule is CN(C)C(=O)[C@@H](c1ccc(-c2cccc(-n3cnnn3)c2)cc1)[C@H]([NH3+])C(=O)N1CC[C@H](F)C1. The result is 0 (non-blocker). (3) The result is 1 (blocker). The drug is CN1CCC(CNc2ccn3ncc(-c4cccc(OC(F)(F)F)c4)c3n2)CC1. (4) The drug is Cc1nc2ccccc2n1C1CC2CCC(C1)N2CCC1(c2cccc(F)c2)CCN(C(=O)c2cc(NS(=O)(=O)C(C)C)c(F)cc2F)CC1. The result is 1 (blocker). (5) The molecule is O=C(NCc1ccncn1)c1ccc(Oc2ccc(C#C[C@]3(O)CN4CCC3CC4)cc2)cc1. The result is 0 (non-blocker). (6) The compound is CC(=O)C1=NN(c2cc(C)ccc2F)C[C@@]1(CCCN(C)C)c1ccccc1. The result is 1 (blocker). (7) The molecule is Cc1cccc(C)c1NC(=O)[C@@H]1CCCCN1C. The result is 0 (non-blocker).